This data is from Full USPTO retrosynthesis dataset with 1.9M reactions from patents (1976-2016). The task is: Predict the reactants needed to synthesize the given product. (1) Given the product [Cl:1][C:2]1[N:7]=[C:6]([S:32]([CH3:36])(=[O:34])=[O:31])[N:5]=[C:4]([N:10]2[CH:15]([C:16]([F:18])([F:19])[F:17])[CH2:14][CH2:13][CH:12]([C:20]([NH:22][CH2:23][C:24]3[CH:25]=[CH:26][CH:27]=[CH:28][CH:29]=3)=[O:21])[CH2:11]2)[CH:3]=1, predict the reactants needed to synthesize it. The reactants are: [Cl:1][C:2]1[N:7]=[C:6](SC)[N:5]=[C:4]([N:10]2[C@H:15]([C:16]([F:19])([F:18])[F:17])[CH2:14][CH2:13][C@H:12]([C:20]([NH:22][CH2:23][C:24]3[CH:29]=[CH:28][CH:27]=[CH:26][CH:25]=3)=[O:21])[CH2:11]2)[CH:3]=1.O[O:31][S:32]([O-:34])=O.[K+].[CH3:36]O. (2) Given the product [CH3:15][O:14][C:3]1[N:4]=[C:5]2[C:10](=[CH:11][C:2]=1[CH:16]=[CH2:17])[N:9]([CH3:12])[C:8](=[O:13])[CH2:7][CH2:6]2, predict the reactants needed to synthesize it. The reactants are: Br[C:2]1[CH:11]=[C:10]2[C:5]([CH2:6][CH2:7][C:8](=[O:13])[N:9]2[CH3:12])=[N:4][C:3]=1[O:14][CH3:15].[CH2:16]([Sn](CCCC)(CCCC)C=C)[CH2:17]CC. (3) Given the product [C:24]1([C@H:23]2[C@H:19]([NH:18][C:52]([NH:51][C:50]3[N:46]([C:40]4[CH:41]=[CH:42][CH:43]=[CH:44][CH:45]=4)[N:47]=[C:48]4[CH2:63][CH2:62][CH2:61][C:49]=34)=[O:53])[CH2:20][N:21]([CH2:30][C:31]([NH2:33])=[O:32])[CH2:22]2)[CH:29]=[CH:28][CH:27]=[CH:26][CH:25]=1, predict the reactants needed to synthesize it. The reactants are: Cl.N[C@H]1[C@H](C2C=CC=CC=2)CN(CC#N)C1.Cl.[NH2:18][C@H:19]1[C@H:23]([C:24]2[CH:29]=[CH:28][CH:27]=[CH:26][CH:25]=2)[CH2:22][N:21]([CH2:30][C:31]([NH2:33])=[O:32])[CH2:20]1.CC(N(C)C)=O.[C:40]1([N:46]2[C:50]([NH:51][C:52](=O)[O:53]C3C=CC=CC=3)=[C:49]3[CH2:61][CH2:62][CH2:63][C:48]3=[N:47]2)[CH:45]=[CH:44][CH:43]=[CH:42][CH:41]=1.CCN(C(C)C)C(C)C. (4) Given the product [NH2:7][C:6](=[O:22])[CH2:8][C:9]1[NH:13][C:12]2[CH:14]=[C:15]([N+:1]([O-:4])=[O:2])[CH:16]=[C:17]([C:18]([O:20][CH3:21])=[O:19])[C:11]=2[N:10]=1, predict the reactants needed to synthesize it. The reactants are: [N+:1]([O-:4])([O-])=[O:2].[K+].[C:6]([CH2:8][C:9]1[NH:13][C:12]2[CH:14]=[CH:15][CH:16]=[C:17]([C:18]([O:20][CH3:21])=[O:19])[C:11]=2[N:10]=1)#[N:7].[OH-:22].[Na+]. (5) Given the product [C:48]([O:52][C:53]([NH:55][C@@H:56]([CH:60]1[CH2:61][CH2:62][CH2:63][CH2:64]1)[C:57]([N:11]1[C@@H:7]([C:6]#[C:5][Si:2]([CH3:3])([CH3:4])[CH3:1])[CH2:8][CH2:9][C@H:10]1[C:12]([O:14][CH3:15])=[O:13])=[O:58])=[O:54])([CH3:51])([CH3:49])[CH3:50], predict the reactants needed to synthesize it. The reactants are: [CH3:1][Si:2]([C:5]#[C:6][C@@H:7]1[NH:11][C@H:10]([C:12]([O:14][CH3:15])=[O:13])[CH2:9][CH2:8]1)([CH3:4])[CH3:3].CN1CCOCC1.Cl.CN(C)CCCN=C=NCC.C1(NC2CCCCC2)CCCCC1.[C:48]([O:52][C:53]([NH:55][C@@H:56]([CH:60]1[CH2:64][CH2:63][CH2:62][CH2:61]1)[C:57](O)=[O:58])=[O:54])([CH3:51])([CH3:50])[CH3:49]. (6) Given the product [F:1][C:2]1[CH:7]=[C:6]([F:8])[CH:5]=[CH:4][C:3]=1[CH:9]([OH:25])[CH2:10][N:11]([CH3:26])[S:12]([C:15]1[C:16]2[CH2:23][CH2:22][CH2:21][C:20](=[O:24])[C:17]=2[S:18][CH:19]=1)(=[O:14])=[O:13], predict the reactants needed to synthesize it. The reactants are: [F:1][C:2]1[CH:7]=[C:6]([F:8])[CH:5]=[CH:4][C:3]=1[CH:9]([OH:25])[CH2:10][NH:11][S:12]([C:15]1[C:16]2[CH2:23][CH2:22][CH2:21][C:20](=[O:24])[C:17]=2[S:18][CH:19]=1)(=[O:14])=[O:13].[C:26](=O)([O-])[O-].[K+].[K+].CI.C(OCC)(=O)C. (7) Given the product [C:8]1([C:3]2[C:2]([C:22]3[CH:23]=[CH:24][C:25]4[O:30][CH2:29][C:28](=[O:31])[NH:27][C:26]=4[CH:32]=3)=[CH:7][CH:6]=[CH:5][N:4]=2)[CH:13]=[CH:12][CH:11]=[CH:10][CH:9]=1, predict the reactants needed to synthesize it. The reactants are: Br[C:2]1[C:3]([C:8]2[CH:13]=[CH:12][CH:11]=[CH:10][CH:9]=2)=[N:4][CH:5]=[CH:6][CH:7]=1.CC1(C)C(C)(C)OB([C:22]2[CH:23]=[CH:24][C:25]3[O:30][CH2:29][C:28](=[O:31])[NH:27][C:26]=3[CH:32]=2)O1.C1(P(C2CCCCC2)C2C=CC=CC=2C2C(C(C)C)=CC(C(C)C)=CC=2C(C)C)CCCCC1.P([O-])([O-])([O-])=O.[K+].[K+].[K+]. (8) Given the product [CH3:24][C:22]1[S:23][C:19]([C:17]2[CH:16]=[CH:15][N:14]=[C:13]([NH:12][C:9]3[CH:10]=[CH:11][C:6]([NH:5][C:3](=[O:4])[CH2:2][C:28]4[NH:27][N:26]=[CH:30][N:29]=4)=[CH:7][CH:8]=3)[N:18]=2)=[C:20]([CH3:25])[N:21]=1, predict the reactants needed to synthesize it. The reactants are: Cl[CH2:2][C:3]([NH:5][C:6]1[CH:11]=[CH:10][C:9]([NH:12][C:13]2[N:18]=[C:17]([C:19]3[S:23][C:22]([CH3:24])=[N:21][C:20]=3[CH3:25])[CH:16]=[CH:15][N:14]=2)=[CH:8][CH:7]=1)=[O:4].[NH:26]1[CH:30]=[N:29][CH:28]=[N:27]1.